This data is from Forward reaction prediction with 1.9M reactions from USPTO patents (1976-2016). The task is: Predict the product of the given reaction. (1) Given the reactants [F:1][C:2]([F:32])([F:31])[C:3]1[CH:8]=[CH:7][C:6]([C:9]2[N:10]=[CH:11][C:12]([NH:15][CH:16]([C:20]3[CH:30]=[CH:29][C:23]([C:24]([O:26]CC)=[O:25])=[CH:22][CH:21]=3)[CH2:17][CH2:18][CH3:19])=[N:13][CH:14]=2)=[CH:5][CH:4]=1.CO.[OH-].[Na+], predict the reaction product. The product is: [F:32][C:2]([F:1])([F:31])[C:3]1[CH:8]=[CH:7][C:6]([C:9]2[N:10]=[CH:11][C:12]([NH:15][CH:16]([C:20]3[CH:21]=[CH:22][C:23]([C:24]([OH:26])=[O:25])=[CH:29][CH:30]=3)[CH2:17][CH2:18][CH3:19])=[N:13][CH:14]=2)=[CH:5][CH:4]=1. (2) Given the reactants C1CCN2C(=NCCC2)CC1.[CH3:12][O:13][C:14]([C@@H:16]1[CH2:20][C@@H:19]([OH:21])[CH2:18][N:17]1[S:22]([C:25]1[CH:34]=[CH:33][C:32]2[C:27](=[CH:28][CH:29]=[CH:30][CH:31]=2)[CH:26]=1)(=[O:24])=[O:23])=[O:15].[CH3:35][C:36]([Si:39](Cl)([CH3:41])[CH3:40])([CH3:38])[CH3:37], predict the reaction product. The product is: [CH3:12][O:13][C:14]([C@@H:16]1[CH2:20][C@@H:19]([O:21][Si:39]([C:36]([CH3:38])([CH3:37])[CH3:35])([CH3:41])[CH3:40])[CH2:18][N:17]1[S:22]([C:25]1[CH:34]=[CH:33][C:32]2[C:27](=[CH:28][CH:29]=[CH:30][CH:31]=2)[CH:26]=1)(=[O:24])=[O:23])=[O:15]. (3) Given the reactants [OH:1][N:2]=[C:3]([C:5]1[CH:13]=[CH:12][C:11]2[N:10]3[CH2:14][CH2:15][CH:16]([CH2:17][C:18]([O:20][CH3:21])=[O:19])[C:9]3=[CH:8][C:7]=2[CH:6]=1)[NH2:4].[F:22][C:23]([F:38])([F:37])[C:24]1[CH:25]=[C:26]([CH:30]=[C:31]([C:33]([F:36])([F:35])[F:34])[CH:32]=1)[C:27](Cl)=O, predict the reaction product. The product is: [F:22][C:23]([F:37])([F:38])[C:24]1[CH:25]=[C:26]([C:27]2[O:1][N:2]=[C:3]([C:5]3[CH:13]=[CH:12][C:11]4[N:10]5[CH2:14][CH2:15][CH:16]([CH2:17][C:18]([O:20][CH3:21])=[O:19])[C:9]5=[CH:8][C:7]=4[CH:6]=3)[N:4]=2)[CH:30]=[C:31]([C:33]([F:34])([F:35])[F:36])[CH:32]=1. (4) The product is: [CH3:1][N:2]1[C:6](=[O:7])[CH:5]=[C:4]([S:24][CH2:18][CH2:19][CH2:20][CH2:21][CH2:22][CH3:23])[C:3]1=[O:9]. Given the reactants [CH3:1][N:2]1[C:6](=[O:7])[CH:5]=[C:4](Br)[C:3]1=[O:9].O.O.O.C([O-])(=O)C.[Na+].[CH2:18]([SH:24])[CH2:19][CH2:20][CH2:21][CH2:22][CH3:23], predict the reaction product. (5) Given the reactants I[C:2]1[CH:3]=[CH:4][C:5]([CH3:22])=[C:6]([CH:21]=1)[C:7]([NH:9][CH2:10][C:11]12[CH2:20][CH:15]3[CH2:16][CH:17]([CH2:19][CH:13]([CH2:14]3)[CH2:12]1)[CH2:18]2)=[O:8].[CH3:23][C:24]1([CH3:40])[C:28]([CH3:30])([CH3:29])[O:27][B:26]([B:26]2[O:27][C:28]([CH3:30])([CH3:29])[C:24]([CH3:40])([CH3:23])[O:25]2)[O:25]1.C([O-])(=O)C.[K+].CN(C)C=O, predict the reaction product. The product is: [CH3:22][C:5]1[CH:4]=[CH:3][C:2]([B:26]2[O:27][C:28]([CH3:30])([CH3:29])[C:24]([CH3:40])([CH3:23])[O:25]2)=[CH:21][C:6]=1[C:7]([NH:9][CH2:10][C:11]12[CH2:18][CH:17]3[CH2:19][CH:13]([CH2:14][CH:15]([CH2:16]3)[CH2:20]1)[CH2:12]2)=[O:8]. (6) Given the reactants [N+:1]([C:4]1[CH:5]=[C:6]([NH:10][C:11]2[N:15]3[CH:16]=[CH:17][CH:18]=[CH:19][C:14]3=[CH:13][N:12]=2)[CH:7]=[CH:8][CH:9]=1)([O-])=O.[Cl-].[NH4+].C(O)C.O1CCCC1, predict the reaction product. The product is: [CH:13]1[N:12]=[C:11]([NH:10][C:6]2[CH:7]=[CH:8][CH:9]=[C:4]([NH2:1])[CH:5]=2)[N:15]2[CH:16]=[CH:17][CH:18]=[CH:19][C:14]=12. (7) Given the reactants [C:1]([O:5][C:6]([N:8]1[CH2:13][CH2:12][CH2:11][C:10]([C:21](=[O:23])[NH2:22])([NH:14][C:15]2[CH:20]=[CH:19][CH:18]=[CH:17][CH:16]=2)[CH2:9]1)=[O:7])([CH3:4])([CH3:3])[CH3:2].[CH:24](OCC)(OCC)OCC.C(O)(=O)C, predict the reaction product. The product is: [C:1]([O:5][C:6]([N:8]1[CH2:13][CH2:12][CH2:11][C:10]2([N:14]([C:15]3[CH:16]=[CH:17][CH:18]=[CH:19][CH:20]=3)[CH:24]=[N:22][C:21]2=[O:23])[CH2:9]1)=[O:7])([CH3:4])([CH3:2])[CH3:3].